Dataset: Catalyst prediction with 721,799 reactions and 888 catalyst types from USPTO. Task: Predict which catalyst facilitates the given reaction. (1) Reactant: [F:1][C:2]1[CH:7]=[C:6]([C:8]2[CH:9]=[N:10][N:11]([CH3:13])[CH:12]=2)[CH:5]=[CH:4][C:3]=1[OH:14].C1(N([S:22]([C:25]([F:28])([F:27])[F:26])(=[O:24])=[O:23])[S:22]([C:25]([F:28])([F:27])[F:26])(=[O:24])=[O:23])C=CC=CC=1.CCN(CC)CC.[NH4+].[Cl-]. Product: [F:26][C:25]([F:28])([F:27])[S:22]([O:14][C:3]1[CH:4]=[CH:5][C:6]([C:8]2[CH:9]=[N:10][N:11]([CH3:13])[CH:12]=2)=[CH:7][C:2]=1[F:1])(=[O:24])=[O:23]. The catalyst class is: 79. (2) Reactant: C[O:2][C:3]1[C:4]([CH3:37])=[C:5]([C:28]([O:35]C)=[C:29]([O:33][CH3:34])[C:30]=1[O:31][CH3:32])[CH2:6][C:7]1[CH:8]=[CH:9][C:10]([O:21][C:22]2[CH:27]=[CH:26][N:25]=[CH:24][CH:23]=2)=[C:11]([CH:20]=1)[C:12]([N:14]1[CH2:19][CH2:18][CH2:17][CH2:16][CH2:15]1)=[O:13].O=[N+]([O-])[O-].[O-][N+](=O)[O-].[O-][N+](=O)[O-].[O-][N+](=O)[O-].[O-][N+](=O)[O-].[O-][N+](=O)[O-].[Ce+4].[NH4+].[NH4+]. Product: [CH3:32][O:31][C:30]1[C:3](=[O:2])[C:4]([CH3:37])=[C:5]([CH2:6][C:7]2[CH:8]=[CH:9][C:10]([O:21][C:22]3[CH:27]=[CH:26][N:25]=[CH:24][CH:23]=3)=[C:11]([CH:20]=2)[C:12]([N:14]2[CH2:15][CH2:16][CH2:17][CH2:18][CH2:19]2)=[O:13])[C:28](=[O:35])[C:29]=1[O:33][CH3:34]. The catalyst class is: 47. (3) Reactant: [C:51]12([C:45]3[CH:44]=[C:43](B4OB([C:43]5[CH:48]=[CH:47][C:46]([O:49][CH3:50])=[C:45]([C:51]67[CH2:52][CH:53]8[CH2:59][CH:57]([CH2:56][CH:55]([CH2:54]8)[CH2:60]6)[CH2:58]7)[CH:44]=5)OB([C:43]5[CH:48]=[CH:47][C:46]([O:49][CH3:50])=[C:45]([C:51]67[CH2:60][CH:55]8[CH2:56][CH:57]([CH2:59][CH:53]([CH2:54]8)[CH2:52]6)[CH2:58]7)[CH:44]=5)O4)[CH:48]=[CH:47][C:46]=3[O:49][CH3:50])[CH2:52][CH:53]3[CH2:59][CH:57]([CH2:56][CH:55]([CH2:54]3)[CH2:60]1)[CH2:58]2.[Br:61][C:62]1[CH:71]=[CH:70][C:69]2[C:64](=[CH:65][CH:66]=[C:67](Br)[CH:68]=2)[CH:63]=1.[O-]P([O-])([O-])=O.[K+].[K+].[K+].C1COCC1. Product: [C:51]12([C:45]3[CH:44]=[C:43]([C:67]4[CH:68]=[C:69]5[C:64](=[CH:65][CH:66]=4)[CH:63]=[C:62]([Br:61])[CH:71]=[CH:70]5)[CH:48]=[CH:47][C:46]=3[O:49][CH3:50])[CH2:52][CH:53]3[CH2:54][CH:55]([CH2:56][CH:57]([CH2:59]3)[CH2:58]1)[CH2:60]2. The catalyst class is: 103. (4) Reactant: [CH2:1]([O:3][C:4](=[O:19])[C@H:5]([N:7]1[C:12]2[CH:13]=[C:14]([Br:17])[CH:15]=[CH:16][C:11]=2[O:10][CH2:9][C:8]1=O)[CH3:6])[CH3:2].COC1C=CC(P2(SP(C3C=CC(OC)=CC=3)(=S)S2)=[S:29])=CC=1. Product: [CH2:1]([O:3][C:4](=[O:19])[C@H:5]([N:7]1[C:12]2[CH:13]=[C:14]([Br:17])[CH:15]=[CH:16][C:11]=2[O:10][CH2:9][C:8]1=[S:29])[CH3:6])[CH3:2]. The catalyst class is: 11. (5) Reactant: COC(OC)C1C=CC(C2C(C3C=CC(F)=CC=3)[C:18](=O)[C:17]3[C:16]([C:28]([O:30]C)=O)=[CH:15][CH:14]=[CH:13][C:12]=3[NH:11]2)=CC=1.CO[CH:36]([O:66]C)[C:37]1[CH:42]=[CH:41][C:40]([CH:43]2[CH:52]([C:53]3[CH:58]=[CH:57][C:56]([F:59])=[CH:55][CH:54]=3)[C:51](=O)[C:50]3[C:49]([C:61]([O:63]CC)=O)=[CH:48][CH:47]=[CH:46][C:45]=3[NH:44]2)=[CH:39][CH:38]=1.FC1[CH:74]=[CH:73][C:72]([CH:75]2[CH:84]([C:85]3[CH:90]=[CH:89][C:88]([F:91])=[CH:87][CH:86]=3)C(=O)C3C(C(OC)=O)=CC=CC=3N2)=[CH:71]C=1.O.[NH2:98][NH2:99].F[C:101]([F:106])(F)[C:102](O)=O.C(=O)([O-])[O-].[K+].[K+]. Product: [F:59][C:56]1[CH:57]=[CH:58][C:53]([CH:52]2[C:51]3=[N:98][NH:99][C:61](=[O:63])[C:49]4[CH:48]=[CH:47][CH:46]=[C:45]([C:50]=43)[NH:44][CH:43]2[C:40]2[CH:41]=[CH:42][C:37]([CH:36]=[O:66])=[CH:38][CH:39]=2)=[CH:54][CH:55]=1.[F:91][C:88]1[CH:89]=[CH:90][C:85]([CH:84]2[NH:11][C:12]3[C:17]4[C:18](=[N:98][NH:99][C:28](=[O:30])[C:16]=4[CH:15]=[CH:14][CH:13]=3)[CH:75]2[C:72]2[CH:73]=[CH:74][C:101]([F:106])=[CH:102][CH:71]=2)=[CH:86][CH:87]=1. The catalyst class is: 4. (6) Reactant: [C:1]1([CH3:11])[CH:6]=[CH:5][CH:4]=[CH:3][C:2]=1[CH2:7][C:8]([NH2:10])=[O:9].[CH3:12][O:13]C(OC)N(C)C. Product: [CH:12]([NH:10][C:8](=[O:9])[CH2:7][C:2]1[CH:3]=[CH:4][CH:5]=[CH:6][C:1]=1[CH3:11])=[O:13]. The catalyst class is: 15. (7) Reactant: [C:1]([C:5]1[CH:10]=[C:9]([CH3:11])[C:8]([N+:12]([O-])=O)=[C:7]([CH3:15])[CH:6]=1)([O:3][CH3:4])=[O:2]. The catalyst class is: 78. Product: [C:1]([C:5]1[CH:6]=[C:7]([CH3:15])[C:8]([NH2:12])=[C:9]([CH3:11])[CH:10]=1)([O:3][CH3:4])=[O:2]. (8) Reactant: Br[C:2]1[CH:3]=[CH:4][C:5]([F:8])=[N:6][CH:7]=1.[CH3:9][C:10]1[CH:14]=[C:13]([Sn](CCCC)(CCCC)CCCC)[O:12][N:11]=1.C1CCC(P(C2C(C3C=CC=CC=3)=CC=CC=2)C2CCCCC2)CC1.CN(C=O)C. Product: [F:8][C:5]1[CH:4]=[CH:3][C:2]([C:13]2[O:12][N:11]=[C:10]([CH3:9])[CH:14]=2)=[CH:7][N:6]=1. The catalyst class is: 110. (9) Reactant: [Cl:1][C:2]1[CH:7]=[CH:6][C:5]([C:8]2[N:9]([CH:18]3[CH2:20][CH2:19]3)[C:10](=[O:17])[N:11]([CH2:13][C:14]([OH:16])=O)[CH:12]=2)=[CH:4][CH:3]=1.[C:21]1([C@H:31]([NH2:33])[CH3:32])[C:30]2[C:25](=[CH:26][CH:27]=[CH:28][CH:29]=2)[CH:24]=[CH:23][CH:22]=1.CCN=C=NCCCN(C)C.Cl.C1C=CC2N(O)N=NC=2C=1. Product: [Cl:1][C:2]1[CH:3]=[CH:4][C:5]([C:8]2[N:9]([CH:18]3[CH2:20][CH2:19]3)[C:10](=[O:17])[N:11]([CH2:13][C:14]([NH:33][C@H:31]([C:21]3[C:30]4[C:25](=[CH:26][CH:27]=[CH:28][CH:29]=4)[CH:24]=[CH:23][CH:22]=3)[CH3:32])=[O:16])[CH:12]=2)=[CH:6][CH:7]=1. The catalyst class is: 3.